Dataset: HIV replication inhibition screening data with 41,000+ compounds from the AIDS Antiviral Screen. Task: Binary Classification. Given a drug SMILES string, predict its activity (active/inactive) in a high-throughput screening assay against a specified biological target. (1) The drug is CCOC(=O)Nc1nc2c(s1)c([N+](=O)[O-])cn2C. The result is 0 (inactive). (2) The drug is CCCCCCCCCCCCCC(=O)OCC1OC(n2cc(C)c(=O)[nH]c2=O)CC1F. The result is 1 (active). (3) The compound is CCOC(=O)c1c(-c2ccc(OC)cc2)c(C#N)c(=S)n(C2OC(COC(C)=O)C(OC(C)=O)C(OC(C)=O)C2OC(C)=O)c1-c1ccccc1. The result is 0 (inactive). (4) The molecule is Br.CCN1CCC(O)(c2ccc(OC)cc2)C(C(=O)c2ccc(OC)cc2)C1. The result is 0 (inactive). (5) The drug is CC1(C)NC(=C[N+](=O)[O-])C(C)(C)N1O. The result is 0 (inactive). (6) The drug is CN1C(=O)C(=CNc2ccccc2[N+](=O)[O-])C(=O)N(C)C1=O. The result is 0 (inactive).